Dataset: NCI-60 drug combinations with 297,098 pairs across 59 cell lines. Task: Regression. Given two drug SMILES strings and cell line genomic features, predict the synergy score measuring deviation from expected non-interaction effect. Drug 1: C1=C(C(=O)NC(=O)N1)F. Drug 2: CC(C)CN1C=NC2=C1C3=CC=CC=C3N=C2N. Cell line: SF-268. Synergy scores: CSS=24.2, Synergy_ZIP=9.13, Synergy_Bliss=9.22, Synergy_Loewe=7.13, Synergy_HSA=7.34.